This data is from Reaction yield outcomes from USPTO patents with 853,638 reactions. The task is: Predict the reaction yield, written as a fraction of the theoretical maximum amount of product (1.0 means a 100% yield; for example, 0.34 means a 34% yield). (1) The yield is 0.950. The reactants are [C:1]([C:5]1[CH:13]=[CH:12][C:11]([N+:14]([O-])=O)=[CH:10][C:6]=1[C:7]([O-:9])=[O:8])([CH3:4])([CH3:3])[CH3:2].[CH:17]([O-])=O.[K+]. The product is [C:1]([C:5]1[CH:13]=[CH:12][C:11]([NH2:14])=[CH:10][C:6]=1[C:7]([O:9][CH3:17])=[O:8])([CH3:4])([CH3:3])[CH3:2]. The catalyst is CCO.O.[Pd]. (2) The reactants are [CH2:1]([O:5][C:6]([N:8]1[CH2:12][C@H:11]([S:13][C:14](=[O:16])[CH3:15])[CH2:10][C@H:9]1[CH2:17][N:18](C(OCC1C=CC=CC=1)=O)[CH2:19][C:20]1[CH:25]=[C:24]([F:26])[CH:23]=[CH:22][C:21]=1[F:27])=[O:7])[CH2:2][CH2:3][CH3:4].C([O-])(O)=O.[Na+]. The catalyst is Br.C(O)(=O)C.CCOCC. The product is [CH2:1]([O:5][C:6]([N:8]1[CH2:12][C@H:11]([S:13][C:14](=[O:16])[CH3:15])[CH2:10][C@H:9]1[CH2:17][NH:18][CH2:19][C:20]1[CH:25]=[C:24]([F:26])[CH:23]=[CH:22][C:21]=1[F:27])=[O:7])[CH2:2][CH2:3][CH3:4]. The yield is 0.350.